This data is from NCI-60 drug combinations with 297,098 pairs across 59 cell lines. The task is: Regression. Given two drug SMILES strings and cell line genomic features, predict the synergy score measuring deviation from expected non-interaction effect. (1) Drug 1: C1CC(=O)NC(=O)C1N2CC3=C(C2=O)C=CC=C3N. Drug 2: C1CCC(CC1)NC(=O)N(CCCl)N=O. Cell line: PC-3. Synergy scores: CSS=16.3, Synergy_ZIP=-6.70, Synergy_Bliss=-3.33, Synergy_Loewe=-2.79, Synergy_HSA=-2.75. (2) Drug 1: CC12CCC(CC1=CCC3C2CCC4(C3CC=C4C5=CN=CC=C5)C)O. Drug 2: CC1C(C(CC(O1)OC2CC(CC3=C2C(=C4C(=C3O)C(=O)C5=C(C4=O)C(=CC=C5)OC)O)(C(=O)CO)O)N)O.Cl. Cell line: HS 578T. Synergy scores: CSS=40.8, Synergy_ZIP=1.40, Synergy_Bliss=2.95, Synergy_Loewe=-15.9, Synergy_HSA=1.88. (3) Drug 1: C1=CC(=CC=C1C#N)C(C2=CC=C(C=C2)C#N)N3C=NC=N3. Drug 2: COC1=C2C(=CC3=C1OC=C3)C=CC(=O)O2. Cell line: UO-31. Synergy scores: CSS=-0.773, Synergy_ZIP=2.08, Synergy_Bliss=0.587, Synergy_Loewe=1.62, Synergy_HSA=-2.53. (4) Drug 1: CN(C)N=NC1=C(NC=N1)C(=O)N. Drug 2: CC(C)CN1C=NC2=C1C3=CC=CC=C3N=C2N. Cell line: PC-3. Synergy scores: CSS=0.967, Synergy_ZIP=-0.548, Synergy_Bliss=0.0982, Synergy_Loewe=-1.56, Synergy_HSA=-1.77. (5) Drug 1: C1CCC(C1)C(CC#N)N2C=C(C=N2)C3=C4C=CNC4=NC=N3. Drug 2: CC1C(C(CC(O1)OC2CC(CC3=C2C(=C4C(=C3O)C(=O)C5=C(C4=O)C(=CC=C5)OC)O)(C(=O)C)O)N)O.Cl. Cell line: PC-3. Synergy scores: CSS=11.5, Synergy_ZIP=-0.711, Synergy_Bliss=7.54, Synergy_Loewe=-12.7, Synergy_HSA=6.05. (6) Drug 1: C1=NC(=NC(=O)N1C2C(C(C(O2)CO)O)O)N. Drug 2: CCC1(CC2CC(C3=C(CCN(C2)C1)C4=CC=CC=C4N3)(C5=C(C=C6C(=C5)C78CCN9C7C(C=CC9)(C(C(C8N6C)(C(=O)OC)O)OC(=O)C)CC)OC)C(=O)OC)O.OS(=O)(=O)O. Cell line: MDA-MB-435. Synergy scores: CSS=24.8, Synergy_ZIP=-6.82, Synergy_Bliss=-1.97, Synergy_Loewe=-38.9, Synergy_HSA=-0.995.